Dataset: Catalyst prediction with 721,799 reactions and 888 catalyst types from USPTO. Task: Predict which catalyst facilitates the given reaction. Reactant: [CH:1]1([CH2:7][C:8]2([CH3:15])[C:12](=[O:13])[NH:11][N:10]=[C:9]2[CH3:14])[CH2:6][CH2:5][CH2:4][CH2:3][CH2:2]1.[H-].[Na+].Br[CH2:19][C:20]([C:22]1[CH:27]=[CH:26][CH:25]=[CH:24][CH:23]=1)=[O:21]. Product: [CH:1]1([CH2:7][C:8]2([CH3:15])[C:12](=[O:13])[N:11]([CH2:19][C:20](=[O:21])[C:22]3[CH:27]=[CH:26][CH:25]=[CH:24][CH:23]=3)[N:10]=[C:9]2[CH3:14])[CH2:2][CH2:3][CH2:4][CH2:5][CH2:6]1. The catalyst class is: 3.